Dataset: Forward reaction prediction with 1.9M reactions from USPTO patents (1976-2016). Task: Predict the product of the given reaction. (1) Given the reactants [OH:1][CH:2]([CH3:18])[CH2:3][N:4]1[CH2:9][CH2:8][CH:7]([NH:10][C:11](=[O:17])[O:12][C:13]([CH3:16])([CH3:15])[CH3:14])[CH2:6][CH2:5]1.C(N(CC)CC)C.[CH3:26][S:27](Cl)(=[O:29])=[O:28].CS(OCCN1CCC(NC(OC(C)(C)C)=O)CC1)(=O)=O.S([O-])(=O)(=O)C, predict the reaction product. The product is: [CH3:26][S:27]([O:1][CH:2]([CH3:18])[CH2:3][N:4]1[CH2:9][CH2:8][CH:7]([NH:10][C:11]([O:12][C:13]([CH3:14])([CH3:16])[CH3:15])=[O:17])[CH2:6][CH2:5]1)(=[O:29])=[O:28]. (2) Given the reactants CC1(C)[O:9][C:8](=[O:10])[C:5]2([CH2:7][CH2:6]2)[C:4](=[O:11])O1.[CH2:13]1[C:21]2[C:16](=[CH:17][C:18]([NH2:22])=[CH:19][CH:20]=2)[CH2:15][O:14]1, predict the reaction product. The product is: [CH2:13]1[C:21]2[C:16](=[CH:17][C:18]([N:22]3[CH2:6][CH2:7][CH:5]([C:8]([OH:9])=[O:10])[C:4]3=[O:11])=[CH:19][CH:20]=2)[CH2:15][O:14]1. (3) Given the reactants [Cl:1][C:2]1[N:7]=[C:6]([Cl:8])[C:5](I)=[CH:4][N:3]=1.CCN(CC)CC.[C:17]([Si:19]([CH3:22])([CH3:21])[CH3:20])#[CH:18], predict the reaction product. The product is: [Cl:1][C:2]1[N:7]=[C:6]([Cl:8])[C:5]([C:18]#[C:17][Si:19]([CH3:22])([CH3:21])[CH3:20])=[CH:4][N:3]=1. (4) Given the reactants [C:1]1([Li])[CH:6]=[CH:5][CH:4]=[CH:3][CH:2]=1.Br[C:9]1[CH:10]=[C:11]([CH:15]2[C:20]([CH3:22])([CH3:21])[O:19][C:18]([NH:23][C@H:24]([C:35]3[CH:40]=[CH:39][CH:38]=[CH:37][CH:36]=3)[CH2:25][CH2:26][O:27][Si](C(C)(C)C)(C)C)=[N:17][S:16]2(=[O:42])=[O:41])[CH:12]=[CH:13][CH:14]=1.O.C(OCC)(=O)C, predict the reaction product. The product is: [C:9]1([C:1]2[CH:6]=[CH:5][CH:4]=[CH:3][CH:2]=2)[CH:14]=[CH:13][CH:12]=[C:11]([CH:15]2[C:20]([CH3:22])([CH3:21])[O:19][C:18]([NH:23][C@H:24]([C:35]3[CH:40]=[CH:39][CH:38]=[CH:37][CH:36]=3)[CH2:25][CH2:26][OH:27])=[N:17][S:16]2(=[O:41])=[O:42])[CH:10]=1.